The task is: Predict which catalyst facilitates the given reaction.. This data is from Catalyst prediction with 721,799 reactions and 888 catalyst types from USPTO. (1) Reactant: [CH3:1][CH:2]([C:11]1[CH:16]=[CH:15][C:14]([CH2:17][CH2:18][NH:19]C(OCC2C=CC=CC=2)=O)=[CH:13][CH:12]=1)[CH2:3][NH:4][S:5]([CH:8]([CH3:10])[CH3:9])(=[O:7])=[O:6]. Product: [NH2:19][CH2:18][CH2:17][C:14]1[CH:13]=[CH:12][C:11]([CH:2]([CH3:1])[CH2:3][NH:4][S:5]([CH:8]([CH3:10])[CH3:9])(=[O:7])=[O:6])=[CH:16][CH:15]=1. The catalyst class is: 45. (2) Reactant: [Cl:1][C:2]1[N:7]=[C:6]([NH:8][CH:9]2[CH2:14][CH2:13][CH2:12][CH2:11][CH2:10]2)[C:5]([CH3:15])=[C:4]([CH3:16])[N:3]=1.[N:17]1[CH:22]=[CH:21][CH:20]=[CH:19][C:18]=1[CH2:23][NH2:24].Cl. Product: [ClH:1].[CH:9]1([NH:8][C:6]2[C:5]([CH3:15])=[C:4]([CH3:16])[N:3]=[C:2]([NH:24][CH2:23][C:18]3[CH:19]=[CH:20][CH:21]=[CH:22][N:17]=3)[N:7]=2)[CH2:14][CH2:13][CH2:12][CH2:11][CH2:10]1. The catalyst class is: 880. (3) Reactant: C1(C)C=CC(S([O-])(=O)=O)=CC=1.[NH+]1C=CC=CC=1.[Br:18][C:19]1[CH:20]=[C:21]2[C:31](=[C:32]([F:34])[CH:33]=1)[O:30][C:24]1[CH:25]=[N:26][C:27]([Cl:29])=[CH:28][C:23]=1[C:22]2([CH3:36])O.CCOC(C)=O.C(=O)(O)[O-].[Na+]. Product: [Br:18][C:19]1[CH:20]=[C:21]2[C:31](=[C:32]([F:34])[CH:33]=1)[O:30][C:24]1[CH:25]=[N:26][C:27]([Cl:29])=[CH:28][C:23]=1[C:22]2=[CH2:36]. The catalyst class is: 26. (4) Reactant: [NH2:1][C:2]1[CH:7]=[CH:6][C:5]([N:8]2[CH:12]=[C:11]([CH2:13][NH:14][C:15]([C:17]3[S:18][C:19]([Cl:22])=[CH:20][CH:21]=3)=[O:16])[C:10]([O:23][CH3:24])=[N:9]2)=[CH:4][CH:3]=1.Cl[CH2:26][CH2:27][O:28][CH2:29][C:30](Cl)=[O:31].CCN(C(C)C)C(C)C.C(=O)([O-])[O-].[Cs+].[Cs+]. Product: [CH3:24][O:23][C:10]1[C:11]([CH2:13][NH:14][C:15]([C:17]2[S:18][C:19]([Cl:22])=[CH:20][CH:21]=2)=[O:16])=[CH:12][N:8]([C:5]2[CH:4]=[CH:3][C:2]([N:1]3[CH2:26][CH2:27][O:28][CH2:29][C:30]3=[O:31])=[CH:7][CH:6]=2)[N:9]=1. The catalyst class is: 10. (5) Reactant: [CH2:1]([O:3][C:4](=[O:30])[C:5]1[CH:10]=[C:9]([Cl:11])[C:8]([CH2:12]Br)=[C:7]([Cl:14])[C:6]=1[N:15]([C:23]([O:25][C:26]([CH3:29])([CH3:28])[CH3:27])=[O:24])[C:16]([O:18][C:19]([CH3:22])([CH3:21])[CH3:20])=[O:17])[CH3:2].[C:31]([O:35][C:36]([N:38]1[CH2:43][CH2:42][NH:41][CH2:40][CH2:39]1)=[O:37])([CH3:34])([CH3:33])[CH3:32].C(OC(N1CCN(CC2C=C(N(C(OC(C)(C)C)=O)C(OC(C)(C)C)=O)C(C(OCC)=O)=CC=2Cl)CC1)=O)(C)(C)C. Product: [C:31]([O:35][C:36]([N:38]1[CH2:43][CH2:42][N:41]([CH2:12][C:8]2[C:9]([Cl:11])=[CH:10][C:5]([C:4]([O:3][CH2:1][CH3:2])=[O:30])=[C:6]([N:15]([C:16]([O:18][C:19]([CH3:22])([CH3:20])[CH3:21])=[O:17])[C:23]([O:25][C:26]([CH3:29])([CH3:27])[CH3:28])=[O:24])[C:7]=2[Cl:14])[CH2:40][CH2:39]1)=[O:37])([CH3:34])([CH3:32])[CH3:33]. The catalyst class is: 2. (6) Reactant: [C:1]([O:5][C:6](=[O:15])[NH:7][C@H:8]1[CH2:13][CH2:12][C@@H:11]([NH2:14])[CH2:10][CH2:9]1)([CH3:4])([CH3:3])[CH3:2].[CH3:16][C:17]([CH3:19])=O.[BH3-][C:21]#N.[Na+].C=O. The catalyst class is: 5. Product: [C:1]([O:5][C:6](=[O:15])[NH:7][C@H:8]1[CH2:9][CH2:10][C@@H:11]([N:14]([CH:17]([CH3:19])[CH3:16])[CH3:21])[CH2:12][CH2:13]1)([CH3:4])([CH3:2])[CH3:3]. (7) Reactant: CS([O:5][CH2:6][CH:7]1[CH2:12][CH2:11][N:10]([C:13]([O:15][C:16]([CH3:19])([CH3:18])[CH3:17])=[O:14])[CH2:9][CH2:8]1)(=O)=O.[NH2:20][C:21]1[C:26](O)=[CH:25][CH:24]=[CH:23][N:22]=1.C([O-])([O-])=O.[Cs+].[Cs+].C(Cl)Cl.CO. Product: [NH2:20][C:21]1[C:26]([O:5][CH2:6][CH:7]2[CH2:12][CH2:11][N:10]([C:13]([O:15][C:16]([CH3:19])([CH3:18])[CH3:17])=[O:14])[CH2:9][CH2:8]2)=[CH:25][CH:24]=[CH:23][N:22]=1. The catalyst class is: 3.